From a dataset of Full USPTO retrosynthesis dataset with 1.9M reactions from patents (1976-2016). Predict the reactants needed to synthesize the given product. (1) Given the product [CH3:1][C:2]1[CH:11]=[C:10]([CH2:12][O:13][S:22]([CH3:21])(=[O:24])=[O:23])[C:9]2[C:4](=[CH:5][CH:6]=[CH:7][CH:8]=2)[N:3]=1, predict the reactants needed to synthesize it. The reactants are: [CH3:1][C:2]1[CH:11]=[C:10]([CH2:12][OH:13])[C:9]2[C:4](=[CH:5][CH:6]=[CH:7][CH:8]=2)[N:3]=1.C(N(CC)CC)C.[CH3:21][S:22](Cl)(=[O:24])=[O:23]. (2) Given the product [Br:38][CH2:30][C:14]1[C:13]2[C:9]([C:6]3[CH:7]=[CH:8][C:3]([O:2][CH3:1])=[CH:4][CH:5]=3)=[N:10][O:11][C:12]=2[C:17]([O:18][C:19](=[O:24])[C:20]([CH3:23])([CH3:22])[CH3:21])=[C:16]([C:25]([O:27][CH2:28][CH3:29])=[O:26])[N:15]=1, predict the reactants needed to synthesize it. The reactants are: [CH3:1][O:2][C:3]1[CH:8]=[CH:7][C:6]([C:9]2[C:13]3[C:14]([CH3:30])=[N:15][C:16]([C:25]([O:27][CH2:28][CH3:29])=[O:26])=[C:17]([O:18][C:19](=[O:24])[C:20]([CH3:23])([CH3:22])[CH3:21])[C:12]=3[O:11][N:10]=2)=[CH:5][CH:4]=1.C1C(=O)N([Br:38])C(=O)C1.C(OOC(=O)C1C=CC=CC=1)(=O)C1C=CC=CC=1.C(Cl)(Cl)(Cl)Cl. (3) Given the product [F:1][C:2]1[C:3](=[N:21][CH2:31][C:30]2[CH:33]=[CH:34][CH:35]=[CH:36][C:29]=2[F:28])[N:4]([CH3:20])[C:5](=[O:19])[N:6]([S:8]([C:11]2[CH:12]=[CH:13][C:14]([O:17][CH3:18])=[CH:15][CH:16]=2)(=[O:10])=[O:9])[CH:7]=1, predict the reactants needed to synthesize it. The reactants are: [F:1][C:2]1[C:3](=[NH:21])[N:4]([CH3:20])[C:5](=[O:19])[N:6]([S:8]([C:11]2[CH:16]=[CH:15][C:14]([O:17][CH3:18])=[CH:13][CH:12]=2)(=[O:10])=[O:9])[CH:7]=1.C(=O)([O-])[O-].[K+].[K+].[F:28][C:29]1[CH:36]=[CH:35][CH:34]=[CH:33][C:30]=1[CH2:31]Br.